This data is from Catalyst prediction with 721,799 reactions and 888 catalyst types from USPTO. The task is: Predict which catalyst facilitates the given reaction. Reactant: CC1(C)[C@@H:6]([CH2:7][C:8]([OH:10])=[O:9])[C:5](=[O:11])OO1.[C:13]([O:19]C(Cl)=O)(=O)[CH2:14]C(C)C.[CH2:23](N(CC)CC)C.[CH2:30]([SH:32])[CH3:31]. Product: [CH3:23][C:13]1([CH3:14])[O:19][C@H:7]([CH2:6][C:5](=[O:11])[S:32][CH2:30][CH3:31])[C:8](=[O:9])[O:10]1. The catalyst class is: 876.